Dataset: Full USPTO retrosynthesis dataset with 1.9M reactions from patents (1976-2016). Task: Predict the reactants needed to synthesize the given product. (1) Given the product [C:38]([NH:1][CH2:2][CH2:3][C:4]1[O:5][C:6]2[C:12]([CH2:13][O:14][C:15]3[CH:20]=[CH:19][C:18]([CH2:21][CH2:22][C:23]([O:25][CH2:26][CH3:27])=[O:24])=[C:17]([CH3:28])[C:16]=3[CH3:29])=[CH:11][C:10]([F:30])=[CH:9][C:7]=2[CH:8]=1)(=[O:40])[CH3:39], predict the reactants needed to synthesize it. The reactants are: [NH2:1][CH2:2][CH2:3][C:4]1[O:5][C:6]2[C:12]([CH2:13][O:14][C:15]3[CH:20]=[CH:19][C:18]([CH2:21][CH2:22][C:23]([O:25][CH2:26][CH3:27])=[O:24])=[C:17]([CH3:28])[C:16]=3[CH3:29])=[CH:11][C:10]([F:30])=[CH:9][C:7]=2[CH:8]=1.C(N(CC)CC)C.[C:38](Cl)(=[O:40])[CH3:39]. (2) Given the product [NH:1]1[CH2:9][CH2:8][CH:4]([C:5]([O:7][C:4]([CH3:8])([CH3:5])[CH3:3])=[O:6])[CH2:3][CH2:2]1, predict the reactants needed to synthesize it. The reactants are: [NH:1]1[CH2:9][CH2:8][CH:4]([C:5]([OH:7])=[O:6])[CH2:3][CH2:2]1.S(=O)(=O)(O)O. (3) Given the product [Cl:1][C:2]1[C:7]([NH2:8])=[C:6]([NH2:11])[CH:5]=[C:4]([Cl:12])[N:3]=1, predict the reactants needed to synthesize it. The reactants are: [Cl:1][C:2]1[C:7]([N+:8]([O-])=O)=[C:6]([NH2:11])[CH:5]=[C:4]([Cl:12])[N:3]=1.[Sn](Cl)Cl. (4) Given the product [C:28]([NH:2][C:3]1[CH:4]=[CH:5][C:6]2[C:12]3[S:13][C:14]([C:16]([N:18]([C:20]4[CH:25]=[CH:24][CH:23]=[CH:22][C:21]=4[Cl:26])[CH3:19])=[O:17])=[CH:15][C:11]=3[CH2:10][CH2:9][O:8][C:7]=2[CH:27]=1)(=[O:31])[CH:29]=[CH2:30], predict the reactants needed to synthesize it. The reactants are: Cl.[NH2:2][C:3]1[CH:4]=[CH:5][C:6]2[C:12]3[S:13][C:14]([C:16]([N:18]([C:20]4[CH:25]=[CH:24][CH:23]=[CH:22][C:21]=4[Cl:26])[CH3:19])=[O:17])=[CH:15][C:11]=3[CH2:10][CH2:9][O:8][C:7]=2[CH:27]=1.[C:28](Cl)(=[O:31])[CH:29]=[CH2:30]. (5) Given the product [F:1][C:2]1[CH:3]=[C:4]([C:8]2[CH:17]=[C:16]3[C:11]([N:12]=[CH:13][C:14]([C:18]4[S:19][CH:20]=[CH:21][N:22]=4)=[N:15]3)=[C:10]([C:23]([NH:25][CH2:26][C:27]([OH:29])=[O:28])=[O:24])[C:9]=2[OH:32])[CH:5]=[CH:6][CH:7]=1, predict the reactants needed to synthesize it. The reactants are: [F:1][C:2]1[CH:3]=[C:4]([C:8]2[CH:17]=[C:16]3[C:11]([N:12]=[CH:13][C:14]([C:18]4[S:19][CH:20]=[CH:21][N:22]=4)=[N:15]3)=[C:10]([C:23]([NH:25][CH2:26][C:27]([O:29]CC)=[O:28])=[O:24])[C:9]=2[OH:32])[CH:5]=[CH:6][CH:7]=1.[OH-].[Na+]. (6) Given the product [CH2:14]([N:18]1[C:22](=[O:23])[C:21]([NH:11][C:10]2[CH:12]=[CH:13][C:7]([N:1]3[CH2:2][CH2:3][O:4][CH2:5][CH2:6]3)=[CH:8][CH:9]=2)=[C:20]([C:25]2[CH:30]=[CH:29][CH:28]=[C:27]([Cl:31])[CH:26]=2)[S:19]1(=[O:32])=[O:33])[CH2:15][CH2:16][CH3:17], predict the reactants needed to synthesize it. The reactants are: [N:1]1([C:7]2[CH:13]=[CH:12][C:10]([NH2:11])=[CH:9][CH:8]=2)[CH2:6][CH2:5][O:4][CH2:3][CH2:2]1.[CH2:14]([N:18]1[C:22](=[O:23])[C:21](Cl)=[C:20]([C:25]2[CH:30]=[CH:29][CH:28]=[C:27]([Cl:31])[CH:26]=2)[S:19]1(=[O:33])=[O:32])[CH2:15][CH2:16][CH3:17]. (7) Given the product [CH3:25][O:24][C:22]([C@@H:13]1[CH2:12][C@@H:11]([S:8]([C:3]2[CH:4]=[CH:5][CH:6]=[CH:7][C:2]=2[Cl:1])(=[O:10])=[O:9])[CH2:15][N:14]1[C:16]1[N:39]([CH:36]2[CH2:37][CH2:38][S:33][CH2:34][CH2:35]2)[N:40]=[C:18]([CH3:19])[CH:17]=1)=[O:23], predict the reactants needed to synthesize it. The reactants are: [Cl:1][C:2]1[CH:7]=[CH:6][CH:5]=[CH:4][C:3]=1[S:8]([C@H:11]1[CH2:15][N:14]([C:16](=S)[CH2:17][C:18](=O)[CH3:19])[C@H:13]([C:22]([O:24][CH3:25])=[O:23])[CH2:12]1)(=[O:10])=[O:9].FC(F)(F)C(O)=O.[S:33]1[CH2:38][CH2:37][CH:36]([NH:39][NH2:40])[CH2:35][CH2:34]1.